Dataset: CYP2C19 inhibition data for predicting drug metabolism from PubChem BioAssay. Task: Regression/Classification. Given a drug SMILES string, predict its absorption, distribution, metabolism, or excretion properties. Task type varies by dataset: regression for continuous measurements (e.g., permeability, clearance, half-life) or binary classification for categorical outcomes (e.g., BBB penetration, CYP inhibition). Dataset: cyp2c19_veith. (1) The drug is O=C1c2ccccc2CCCC12N=NCC2c1cccc2ccccc12. The result is 1 (inhibitor). (2) The molecule is N[C@H](Cn1ccc(=O)[nH]c1=O)C(=O)O. The result is 0 (non-inhibitor). (3) The drug is CCOC(=O)c1[nH]c(C(=O)O)c(CCC(=O)OC)c1C. The result is 0 (non-inhibitor).